From a dataset of CYP1A2 inhibition data for predicting drug metabolism from PubChem BioAssay. Regression/Classification. Given a drug SMILES string, predict its absorption, distribution, metabolism, or excretion properties. Task type varies by dataset: regression for continuous measurements (e.g., permeability, clearance, half-life) or binary classification for categorical outcomes (e.g., BBB penetration, CYP inhibition). Dataset: cyp1a2_veith. The molecule is Cc1c(NC(=O)C(C)OC(=O)[C@@H](NC(=O)c2ccccc2)C(C)C)c(=O)n(-c2ccccc2)n1C. The result is 0 (non-inhibitor).